Dataset: Reaction yield outcomes from USPTO patents with 853,638 reactions. Task: Predict the reaction yield, written as a fraction of the theoretical maximum amount of product (1.0 means a 100% yield; for example, 0.34 means a 34% yield). (1) The reactants are [F:1][C:2]1[CH:11]=[C:10]2[C:5]([C:6]([O:13][CH3:14])=[CH:7][NH:8][C:9]2=O)=[CH:4][C:3]=1[O:15][CH3:16].O=P(Cl)(Cl)[Cl:19]. No catalyst specified. The product is [Cl:19][C:9]1[C:10]2[C:5](=[CH:4][C:3]([O:15][CH3:16])=[C:2]([F:1])[CH:11]=2)[C:6]([O:13][CH3:14])=[CH:7][N:8]=1. The yield is 0.243. (2) The reactants are [CH3:1][C:2]1[N:36]=[C:5]2[N:6]([CH:29]3[CH2:34][CH2:33][C:32](=[O:35])[CH2:31][CH2:30]3)[C:7](=[O:28])[C:8]([CH2:13][C:14]3[CH:19]=[CH:18][C:17]([C:20]4[C:21]([C:26]#[N:27])=[CH:22][CH:23]=[CH:24][CH:25]=4)=[CH:16][CH:15]=3)=[C:9]([CH2:10][CH2:11][CH3:12])[N:4]2[N:3]=1.[CH3:37][CH:38]([OH:42])[CH:39](O)[CH3:40].[CH3:43]C1C=CC(S(O)(=O)=O)=CC=1.C(=O)([O-])O.[Na+].CC(OI1(OC(C)=O)(OC(C)=O)OC(=O)C2C=CC=CC1=2)=O.S([O-])([O-])(=O)=S.[Na+].[Na+]. The catalyst is C(#N)C.C1(C)C=CC=CC=1. The product is [OH:42][C:38]([CH3:43])([CH3:37])[CH:39]([CH3:40])[O:35][C@H:32]1[CH2:31][CH2:30][C@H:29]([N:6]2[C:7](=[O:28])[C:8]([CH2:13][C:14]3[CH:15]=[CH:16][C:17]([C:20]4[C:21]([C:26]#[N:27])=[CH:22][CH:23]=[CH:24][CH:25]=4)=[CH:18][CH:19]=3)=[C:9]([CH2:10][CH2:11][CH3:12])[N:4]3[N:3]=[C:2]([CH3:1])[N:36]=[C:5]23)[CH2:34][CH2:33]1. The yield is 0.100. (3) The reactants are [C:1]1([C:7]2[CH:17]=[C:10]3[NH:11][C:12](=[S:16])[NH:13][C:14](=[O:15])[N:9]3[N:8]=2)[CH:6]=[CH:5][CH:4]=[CH:3][CH:2]=1.[OH-].[Na+].I[CH3:21]. The catalyst is C(O)C. The product is [CH3:21][S:16][C:12]1[NH:13][C:14](=[O:15])[N:9]2[N:8]=[C:7]([C:1]3[CH:2]=[CH:3][CH:4]=[CH:5][CH:6]=3)[CH:17]=[C:10]2[N:11]=1. The yield is 0.810. (4) The reactants are [CH2:1]1COCC1.[C:6]1([C:12]2[NH:13][C:14]3[C:19]([CH:20]=2)=[CH:18][CH:17]=[CH:16][CH:15]=3)[CH:11]=[CH:10][CH:9]=[CH:8][CH:7]=1.[H-].[Na+].CI. The catalyst is O. The product is [CH3:1][N:13]1[C:14]2[C:19](=[CH:18][CH:17]=[CH:16][CH:15]=2)[CH:20]=[C:12]1[C:6]1[CH:11]=[CH:10][CH:9]=[CH:8][CH:7]=1. The yield is 0.790. (5) The reactants are [CH3:1][N:2]1[CH:6]([C:7]([O:9][C:10]([CH3:13])([CH3:12])[CH3:11])=[O:8])[CH2:5][NH:4][C:3]1=[O:14].Cl[C:16]1[N:21]=[CH:20][C:19]([F:22])=[CH:18][N:17]=1.C(=O)([O-])[O-].[Cs+].[Cs+].CC1(C)C2C(=C(P(C3C=CC=CC=3)C3C=CC=CC=3)C=CC=2)OC2C(P(C3C=CC=CC=3)C3C=CC=CC=3)=CC=CC1=2. The catalyst is O1CCOCC1.O.C1C=CC(/C=C/C(/C=C/C2C=CC=CC=2)=O)=CC=1.C1C=CC(/C=C/C(/C=C/C2C=CC=CC=2)=O)=CC=1.C1C=CC(/C=C/C(/C=C/C2C=CC=CC=2)=O)=CC=1.[Pd].[Pd]. The product is [F:22][C:19]1[CH:18]=[N:17][C:16]([N:4]2[CH2:5][CH:6]([C:7]([O:9][C:10]([CH3:11])([CH3:13])[CH3:12])=[O:8])[N:2]([CH3:1])[C:3]2=[O:14])=[N:21][CH:20]=1. The yield is 0.523. (6) The reactants are [F:1][C:2]1[CH:3]=[C:4]([C:8]2[N:13]=[C:12]([CH3:14])[C:11]([C:15]([OH:17])=O)=[CH:10][N:9]=2)[CH:5]=[CH:6][CH:7]=1.CN(C(SC1[N+]([O-])=CC=CC=1)=[N+](C)C)C.F[P-](F)(F)(F)(F)F.CCN(C(C)C)C(C)C.[NH2:49][N:50]1[C:58]2[C:53](=[CH:54][CH:55]=[CH:56][CH:57]=2)[C:52]([C:59](=[O:64])[C:60]([F:63])([F:62])[F:61])=[CH:51]1. The catalyst is CN(C=O)C.O.CCOC(C)=O. The product is [F:63][C:60]([F:61])([F:62])[C:59]([C:52]1[C:53]2[C:58](=[CH:57][CH:56]=[CH:55][CH:54]=2)[N:50]([NH:49][C:15]([C:11]2[C:12]([CH3:14])=[N:13][C:8]([C:4]3[CH:5]=[CH:6][CH:7]=[C:2]([F:1])[CH:3]=3)=[N:9][CH:10]=2)=[O:17])[CH:51]=1)=[O:64]. The yield is 0.110. (7) The reactants are [C:1]([O:5][C:6]([N:8]1[CH2:12][CH2:11][CH2:10][C@H:9]1[C@H:13]([C:17]1[CH:22]=[CH:21][C:20]([C:23]([F:26])([F:25])[F:24])=[C:19]([F:27])[CH:18]=1)[C:14](O)=[O:15])=[O:7])([CH3:4])([CH3:3])[CH3:2].Cl.Cl.[CH3:30][C@H:31]1[C:39]2[C:38]([N:40]3[CH2:45][CH2:44][NH:43][CH2:42][CH2:41]3)=[N:37][CH:36]=[N:35][C:34]=2[C@H:33]([OH:46])[CH2:32]1.C(N(C(C)C)CC)(C)C.CN(C(ON1N=NC2C=CC=CC1=2)=[N+](C)C)C.F[P-](F)(F)(F)(F)F. The catalyst is ClCCl. The product is [F:27][C:19]1[CH:18]=[C:17]([C@@H:13]([C@@H:9]2[CH2:10][CH2:11][CH2:12][N:8]2[C:6]([O:5][C:1]([CH3:4])([CH3:3])[CH3:2])=[O:7])[C:14]([N:43]2[CH2:42][CH2:41][N:40]([C:38]3[C:39]4[C@H:31]([CH3:30])[CH2:32][C@@H:33]([OH:46])[C:34]=4[N:35]=[CH:36][N:37]=3)[CH2:45][CH2:44]2)=[O:15])[CH:22]=[CH:21][C:20]=1[C:23]([F:26])([F:24])[F:25]. The yield is 0.720. (8) The reactants are [F:1][C:2]([F:27])([C:20]1[CH:25]=[CH:24][C:23]([CH3:26])=[CH:22][CH:21]=1)[CH2:3][N:4]1[CH2:9][CH2:8][CH:7]([NH:10][C:11]2[C:12]3[CH:19]=[CH:18][NH:17][C:13]=3[N:14]=[CH:15][N:16]=2)[CH2:6][CH2:5]1.[ClH:28].CCOCC. The catalyst is CO. The product is [ClH:28].[F:27][C:2]([F:1])([C:20]1[CH:21]=[CH:22][C:23]([CH3:26])=[CH:24][CH:25]=1)[CH2:3][N:4]1[CH2:5][CH2:6][CH:7]([NH:10][C:11]2[C:12]3[CH:19]=[CH:18][NH:17][C:13]=3[N:14]=[CH:15][N:16]=2)[CH2:8][CH2:9]1. The yield is 0.960.